Dataset: Full USPTO retrosynthesis dataset with 1.9M reactions from patents (1976-2016). Task: Predict the reactants needed to synthesize the given product. Given the product [F:1][C:2]1[CH:3]=[N:4][C:5]2[C:10]([C:11]=1[CH2:12][CH2:13][N:14]1[CH2:15][CH:16]([CH2:18][NH2:19])[CH2:17]1)=[N:9][C:8]([O:30][CH3:31])=[CH:7][CH:6]=2, predict the reactants needed to synthesize it. The reactants are: [F:1][C:2]1[CH:3]=[N:4][C:5]2[C:10]([C:11]=1[CH2:12][CH2:13][N:14]1[CH2:17][CH:16]([CH2:18][NH:19]C(=O)OCC3C=CC=CC=3)[CH2:15]1)=[N:9][C:8]([O:30][CH3:31])=[CH:7][CH:6]=2.